From a dataset of Forward reaction prediction with 1.9M reactions from USPTO patents (1976-2016). Predict the product of the given reaction. Given the reactants [CH3:1][O:2][C:3]([CH2:5][C@H:6]([NH2:10])[C:7]([OH:9])=O)=[O:4].Cl.[CH3:12]CN(CC)CC.[Si](Cl)(C)(C)C.[Br:24][C:25]1[CH:26]=[C:27]([CH:31]=[CH:32][C:33]=1[CH3:34])[C:28](Cl)=[O:29], predict the reaction product. The product is: [Br:24][C:25]1[CH:26]=[C:27]([CH:31]=[CH:32][C:33]=1[CH3:34])[C:28]([NH:10][CH:6]([C:7](=[O:9])[CH3:12])[CH2:5][C:3]([O:2][CH3:1])=[O:4])=[O:29].